Dataset: NCI-60 drug combinations with 297,098 pairs across 59 cell lines. Task: Regression. Given two drug SMILES strings and cell line genomic features, predict the synergy score measuring deviation from expected non-interaction effect. (1) Drug 1: C1=NC2=C(N=C(N=C2N1C3C(C(C(O3)CO)O)O)F)N. Drug 2: CNC(=O)C1=NC=CC(=C1)OC2=CC=C(C=C2)NC(=O)NC3=CC(=C(C=C3)Cl)C(F)(F)F. Cell line: HS 578T. Synergy scores: CSS=-3.67, Synergy_ZIP=0.0640, Synergy_Bliss=-5.70, Synergy_Loewe=-8.21, Synergy_HSA=-7.48. (2) Drug 1: C1=C(C(=O)NC(=O)N1)N(CCCl)CCCl. Drug 2: CC1C(C(CC(O1)OC2CC(OC(C2O)C)OC3=CC4=CC5=C(C(=O)C(C(C5)C(C(=O)C(C(C)O)O)OC)OC6CC(C(C(O6)C)O)OC7CC(C(C(O7)C)O)OC8CC(C(C(O8)C)O)(C)O)C(=C4C(=C3C)O)O)O)O. Cell line: COLO 205. Synergy scores: CSS=31.5, Synergy_ZIP=3.40, Synergy_Bliss=2.88, Synergy_Loewe=-0.234, Synergy_HSA=-0.0959. (3) Drug 1: CC1=C(C=C(C=C1)NC(=O)C2=CC=C(C=C2)CN3CCN(CC3)C)NC4=NC=CC(=N4)C5=CN=CC=C5. Drug 2: C(CC(=O)O)C(=O)CN.Cl. Cell line: 786-0. Synergy scores: CSS=6.51, Synergy_ZIP=-4.81, Synergy_Bliss=-2.52, Synergy_Loewe=-0.0430, Synergy_HSA=-1.47.